The task is: Predict the product of the given reaction.. This data is from Forward reaction prediction with 1.9M reactions from USPTO patents (1976-2016). (1) Given the reactants [OH:1][C:2]1([C:6]2[NH:7][C:8]([C:12]3[CH:13]=[C:14]([CH:29]=[CH:30][C:31]=3[CH3:32])[C:15]([N:17]3[CH2:20][CH:19]([C:21]4[CH:28]=[CH:27][C:24]([C:25]#[N:26])=[CH:23][CH:22]=4)[CH2:18]3)=[O:16])=[C:9]([CH3:11])[N:10]=2)[CH2:5]OC1.[O:33]1[CH2:38]CC(=O)[CH2:35][CH2:34]1, predict the reaction product. The product is: [OH:1][C:2]1([C:6]2[NH:7][C:8]([C:12]3[CH:13]=[C:14]([CH:29]=[CH:30][C:31]=3[CH3:32])[C:15]([N:17]3[CH2:18][CH:19]([C:21]4[CH:22]=[CH:23][C:24]([C:25]#[N:26])=[CH:27][CH:28]=4)[CH2:20]3)=[O:16])=[C:9]([CH3:11])[N:10]=2)[CH2:35][CH2:34][O:33][CH2:38][CH2:5]1. (2) Given the reactants [Cl:1][C:2]1[N:3]=[C:4]([N:23]2[CH2:28][CH2:27][O:26][CH2:25][CH2:24]2)[C:5]2[S:10][C:9]([CH2:11]N3CCC(NCC4CC4)CC3)=[CH:8][C:6]=2[N:7]=1.[C:29]([O:33][C:34]([N:36]1[C:40]2([CH2:45][CH2:44][NH:43][CH2:42][CH2:41]2)[CH2:39][CH2:38][CH2:37]1)=[O:35])([CH3:32])([CH3:31])[CH3:30], predict the reaction product. The product is: [C:29]([O:33][C:34]([N:36]1[C:40]2([CH2:45][CH2:44][N:43]([CH2:11][C:9]3[S:10][C:5]4[C:4]([N:23]5[CH2:28][CH2:27][O:26][CH2:25][CH2:24]5)=[N:3][C:2]([Cl:1])=[N:7][C:6]=4[CH:8]=3)[CH2:42][CH2:41]2)[CH2:39][CH2:38][CH2:37]1)=[O:35])([CH3:32])([CH3:30])[CH3:31]. (3) Given the reactants [Cl:1][C:2]1[CH:7]=[C:6]([N+:8]([O-:10])=[O:9])[CH:5]=[CH:4][C:3]=1[CH2:11][CH2:12][NH:13][CH2:14][C:15]1[CH:20]=[CH:19][C:18]([F:21])=[CH:17][CH:16]=1.Cl.O1CCOCC1, predict the reaction product. The product is: [ClH:1].[Cl:1][C:2]1[CH:7]=[C:6]([N+:8]([O-:10])=[O:9])[CH:5]=[CH:4][C:3]=1[CH2:11][CH2:12][NH:13][CH2:14][C:15]1[CH:16]=[CH:17][C:18]([F:21])=[CH:19][CH:20]=1. (4) Given the reactants [N:1]1[N:2]([C:6]2[CH:36]=[CH:35][CH:34]=[CH:33][C:7]=2[C:8]([N:10]2[C@H:15]([CH3:16])[CH2:14][CH2:13][C@@H:12]([C:17]([NH:19][CH:20]([C:25](=O)[C:26]3[CH:31]=[CH:30][CH:29]=[CH:28][CH:27]=3)[C:21]([O:23]C)=[O:22])=[O:18])[CH2:11]2)=O)[N:3]=[CH:4][CH:5]=1.O[Li].[OH2:39], predict the reaction product. The product is: [N:1]1[N:2]([C:6]2[CH:36]=[CH:35][CH:34]=[CH:33][C:7]=2[C:8]([N:10]2[C@H:15]([CH3:16])[CH2:14][CH2:13][C@@H:12]([C:17]3[O:18][C:25]([C:26]4[CH:31]=[CH:30][CH:29]=[CH:28][CH:27]=4)=[C:20]([C:21]([OH:23])=[O:22])[N:19]=3)[CH2:11]2)=[O:39])[N:3]=[CH:4][CH:5]=1. (5) Given the reactants [NH2:1][C:2]1[C:23]([CH2:24][N:25]2[CH2:30][CH2:29][NH:28][CH2:27][CH2:26]2)=[CH:22][C:21]([Br:31])=[CH:20][C:3]=1[C:4]([NH:6][CH2:7][C:8]1[CH:13]=[C:12]([Cl:14])[CH:11]=[CH:10][C:9]=1[S:15]([CH2:18][CH3:19])(=[O:17])=[O:16])=[O:5].[C:32]([O:36][C:37](N1CCN(CC2C=C(N)C(C(OCC)=O)=CC=2Cl)CC1)=[O:38])([CH3:35])([CH3:34])[CH3:33], predict the reaction product. The product is: [C:32]([O:36][C:37]([N:28]1[CH2:27][CH2:26][N:25]([CH2:24][C:23]2[CH:22]=[C:21]([Br:31])[CH:20]=[C:3]([C:4](=[O:5])[NH:6][CH2:7][C:8]3[CH:13]=[C:12]([Cl:14])[CH:11]=[CH:10][C:9]=3[S:15]([CH2:18][CH3:19])(=[O:17])=[O:16])[C:2]=2[NH2:1])[CH2:30][CH2:29]1)=[O:38])([CH3:35])([CH3:34])[CH3:33]. (6) Given the reactants [CH3:1][C:2]1[N:3]=[CH:4][NH:5][C:6]=1[CH:7]=[O:8].I[CH2:10][CH3:11].O, predict the reaction product. The product is: [CH2:10]([N:3]1[C:2]([CH3:1])=[C:6]([CH:7]=[O:8])[N:5]=[CH:4]1)[CH3:11]. (7) Given the reactants [CH2:1]([N:8]1[CH2:13][CH2:12][C:11](=O)[CH2:10][CH2:9]1)[C:2]1[CH:7]=[CH:6][CH:5]=[CH:4][CH:3]=1.[CH3:15][O:16][C:17]1[CH:18]=[C:19]([CH:23]=[CH:24][CH:25]=1)[CH2:20][CH2:21][NH2:22].[OH-].[Na+], predict the reaction product. The product is: [CH2:1]([N:8]1[CH2:13][CH2:12][C:11]2([C:23]3[C:19](=[CH:18][C:17]([O:16][CH3:15])=[CH:25][CH:24]=3)[CH2:20][CH2:21][NH:22]2)[CH2:10][CH2:9]1)[C:2]1[CH:7]=[CH:6][CH:5]=[CH:4][CH:3]=1. (8) Given the reactants [OH-].[Na+].C([O:5][C:6]([C:8]1[CH:12]=[C:11]([CH2:13][C@@H:14]([C:16]2[CH:21]=[CH:20][CH:19]=[CH:18][CH:17]=2)[CH3:15])[NH:10][N:9]=1)=[O:7])C, predict the reaction product. The product is: [C:16]1([C@@H:14]([CH3:15])[CH2:13][C:11]2[NH:10][N:9]=[C:8]([C:6]([OH:7])=[O:5])[CH:12]=2)[CH:17]=[CH:18][CH:19]=[CH:20][CH:21]=1.